From a dataset of Forward reaction prediction with 1.9M reactions from USPTO patents (1976-2016). Predict the product of the given reaction. (1) Given the reactants [Cl:1][C:2]1[C:3]2[CH:10]=[CH:9][NH:8][C:4]=2[N:5]=[CH:6][N:7]=1.C1C(=O)N([Br:18])C(=O)C1.O, predict the reaction product. The product is: [Br:18][C:10]1[C:3]2[C:2]([Cl:1])=[N:7][CH:6]=[N:5][C:4]=2[NH:8][CH:9]=1. (2) Given the reactants Cl[C:2]1[N:11]=[C:10]([N:12]2[CH2:16][CH2:15][C@H:14]([NH:17][CH3:18])[CH2:13]2)[C:9]2[C:4](=[CH:5][C:6]([O:21][CH3:22])=[C:7]([O:19][CH3:20])[CH:8]=2)[N:3]=1.C(=O)([O-])[O-].[Cs+].[Cs+].[F:29][C:30]([F:40])([F:39])[C:31]1[CH:32]=[C:33]([NH2:38])[CH:34]=[C:35]([NH2:37])[CH:36]=1, predict the reaction product. The product is: [CH3:20][O:19][C:7]1[CH:8]=[C:9]2[C:4](=[CH:5][C:6]=1[O:21][CH3:22])[N:3]=[C:2]([NH:37][C:35]1[CH:36]=[C:31]([C:30]([F:29])([F:39])[F:40])[CH:32]=[C:33]([NH2:38])[CH:34]=1)[N:11]=[C:10]2[N:12]1[CH2:16][CH2:15][C@H:14]([NH:17][CH3:18])[CH2:13]1. (3) The product is: [C:16]([O:15][C:13]([N:9]1[C:10]2[C:6](=[CH:5][C:4]([Cl:3])=[CH:12][CH:11]=2)[CH:7]=[CH:8]1)=[O:14])([CH3:19])([CH3:18])[CH3:17]. Given the reactants [H-].[Na+].[Cl:3][C:4]1[CH:5]=[C:6]2[C:10](=[CH:11][CH:12]=1)[NH:9][CH:8]=[CH:7]2.[C:13](O[C:13]([O:15][C:16]([CH3:19])([CH3:18])[CH3:17])=[O:14])([O:15][C:16]([CH3:19])([CH3:18])[CH3:17])=[O:14], predict the reaction product. (4) Given the reactants [C:1]([C:5]1[CH:6]=[C:7]([NH2:28])[N:8]([C:10]2[CH:15]=[CH:14][C:13]([Cl:16])=[C:12]([O:17][CH2:18][CH2:19][CH2:20][O:21][CH:22]3[CH2:27][CH2:26][CH2:25][CH2:24][O:23]3)[CH:11]=2)[N:9]=1)([CH3:4])([CH3:3])[CH3:2].[OH-].[Na+].Cl[C:32]([O:34][CH2:35][C:36]([Cl:39])([Cl:38])[Cl:37])=[O:33], predict the reaction product. The product is: [Cl:37][C:36]([Cl:39])([Cl:38])[CH2:35][O:34][C:32](=[O:33])[NH:28][C:7]1[N:8]([C:10]2[CH:15]=[CH:14][C:13]([Cl:16])=[C:12]([O:17][CH2:18][CH2:19][CH2:20][O:21][CH:22]3[CH2:27][CH2:26][CH2:25][CH2:24][O:23]3)[CH:11]=2)[N:9]=[C:5]([C:1]([CH3:4])([CH3:2])[CH3:3])[CH:6]=1. (5) The product is: [CH3:2][O:3][C:4]1[CH:5]=[C:6]2[C:11](=[CH:12][C:13]=1[O:14][CH3:15])[CH:10]([CH2:16][C:17]1[CH:18]=[CH:19][C:20]([C:23]3[CH:24]=[N:25][CH:26]=[CH:27][C:28]=3[O:29][CH3:30])=[CH:21][CH:22]=1)[N:9]([CH3:33])[CH2:8][CH2:7]2. Given the reactants Cl.[CH3:2][O:3][C:4]1[CH:5]=[C:6]2[C:11](=[CH:12][C:13]=1[O:14][CH3:15])[CH:10]([CH2:16][C:17]1[CH:22]=[CH:21][C:20]([C:23]3[CH:24]=[N:25][CH:26]=[CH:27][C:28]=3[O:29][CH3:30])=[CH:19][CH:18]=1)[NH:9][CH2:8][CH2:7]2.C=O.[C:33]([BH3-])#N.[Na+], predict the reaction product. (6) Given the reactants C(=O)([O-])[O-].[K+].[K+].[CH2:7]([O:9][C:10](=[O:19])[C:11]1[CH:16]=[CH:15][C:14](Cl)=[N:13][C:12]=1[Cl:18])[CH3:8].[C:20]([C:22]1[CH:27]=[CH:26][C:25]([OH:28])=[CH:24][CH:23]=1)#[N:21], predict the reaction product. The product is: [CH2:7]([O:9][C:10](=[O:19])[C:11]1[CH:16]=[CH:15][C:14]([O:28][C:25]2[CH:26]=[CH:27][C:22]([C:20]#[N:21])=[CH:23][CH:24]=2)=[N:13][C:12]=1[Cl:18])[CH3:8]. (7) Given the reactants [C:1]([C:9]1[C:10]([C:15](O)=O)=[N:11][CH:12]=[CH:13][CH:14]=1)(=[O:8])[C:2]1[CH:7]=[CH:6][CH:5]=[CH:4][CH:3]=1.[C:18]([NH2:27])(=O)[C:19]1[C:20](=[CH:22][CH:23]=[CH:24][CH:25]=1)[NH2:21].[Cl:28][C:29]1[CH:35]=[CH:34][C:32]([NH2:33])=[CH:31][CH:30]=1, predict the reaction product. The product is: [Cl:28][C:29]1[CH:35]=[CH:34][C:32]([NH:33][C:18]2[C:19]3[C:20](=[CH:22][CH:23]=[CH:24][CH:25]=3)[N:21]=[C:15]([C:10]3[C:9]([C:1]([C:2]4[CH:7]=[CH:6][CH:5]=[CH:4][CH:3]=4)=[O:8])=[CH:14][CH:13]=[CH:12][N:11]=3)[N:27]=2)=[CH:31][CH:30]=1. (8) Given the reactants [CH3:1][C:2](C)([O-])C.[K+].[CH3:7][N:8]1[CH2:29][C:14]23[CH2:15][CH2:16][CH:17]4[CH:26]([CH:13]2[CH2:12][CH2:11][CH:10]3[CH:9]1[CH3:30])[CH2:25][CH:24]=[C:23]1[C:18]4([CH3:28])[CH2:19][CH2:20][C:21](=O)[CH2:22]1, predict the reaction product. The product is: [CH:1](=[C:21]1[CH2:22][C:23]2[C:18]([CH3:28])([CH:17]3[CH:26]([CH2:25][CH:24]=2)[CH:13]2[CH2:12][CH2:11][CH:10]4[CH:9]([CH3:30])[N:8]([CH3:7])[CH2:29][C:14]24[CH2:15][CH2:16]3)[CH2:19][CH2:20]1)[CH3:2]. (9) Given the reactants [NH:1]1[CH2:6][CH2:5][CH2:4][CH2:3][CH:2]1[CH2:7][C:8]1[N:16]=[C:11]2[CH2:12][CH2:13][CH2:14][CH2:15][N:10]2[N:9]=1.N1CCCCC1CC1N=C2C=CC=CN2N=1.CN(C(ON1N=NC2C=CC=NC1=2)=[N+](C)C)C.F[P-](F)(F)(F)(F)F.C(N(CC)C(C)C)(C)C.[F:66][C:67]1[CH:72]=[CH:71][C:70]([C:73]2[S:77][C:76]([CH3:78])=[N:75][C:74]=2[C:79](O)=[O:80])=[CH:69][CH:68]=1, predict the reaction product. The product is: [F:66][C:67]1[CH:68]=[CH:69][C:70]([C:73]2[S:77][C:76]([CH3:78])=[N:75][C:74]=2[C:79]([N:1]2[CH2:6][CH2:5][CH2:4][CH2:3][CH:2]2[CH2:7][C:8]2[N:16]=[C:11]3[CH:12]=[CH:13][CH:14]=[CH:15][N:10]3[N:9]=2)=[O:80])=[CH:71][CH:72]=1.